The task is: Predict the product of the given reaction.. This data is from Forward reaction prediction with 1.9M reactions from USPTO patents (1976-2016). (1) The product is: [CH2:3]([C@H:10]1[NH:11][C:12](=[O:75])[C@@H:13]2[NH:14][C:15](=[O:53])[C@@H:16]([CH3:52])[NH:17][C:18](=[O:51])[CH2:19][C@@H:20]([CH:27]=[CH:28][CH2:29][CH2:30][S:31][S:55][CH2:54]2)[O:21][C:22](=[O:26])[CH2:23][C@@H:24]1[OH:25])[C:4]1[CH:9]=[CH:8][CH:7]=[CH:6][CH:5]=1. Given the reactants II.[CH2:3]([C@@H:10]1[C@@H:24]([OH:25])[CH2:23][C:22](=[O:26])[O:21][C@H:20](/[CH:27]=[CH:28]/[CH2:29][CH2:30][S:31]C(C2C=CC=CC=2)(C2C=CC=CC=2)C2C=CC=CC=2)[CH2:19][C:18](=[O:51])[NH:17][C@H:16]([CH3:52])[C:15](=[O:53])[NH:14][C@H:13]([CH2:54][S:55]C(C2C=CC=CC=2)(C2C=CC=CC=2)C2C=CC=CC=2)[C:12](=[O:75])[NH:11]1)[C:4]1[CH:9]=[CH:8][CH:7]=[CH:6][CH:5]=1.S([O-])([O-])(=O)=S.[Na+].[Na+], predict the reaction product. (2) Given the reactants [NH2:1][C:2]1[C:3]([CH3:8])=[N:4][CH:5]=[N:6][CH:7]=1.[Li]CCCC.CO[C:16](=O)[C:17]1[CH:22]=[CH:21][CH:20]=[CH:19][C:18]=1[F:23].Cl.C([O-])(O)=O.[Na+], predict the reaction product. The product is: [F:23][C:18]1[CH:19]=[CH:20][CH:21]=[CH:22][C:17]=1[C:16]1[NH:1][C:2]2[CH:7]=[N:6][CH:5]=[N:4][C:3]=2[CH:8]=1.